This data is from Forward reaction prediction with 1.9M reactions from USPTO patents (1976-2016). The task is: Predict the product of the given reaction. (1) Given the reactants [N:1]1([C:6]2[CH:30]=[CH:29][C:9]([CH2:10][N:11]3[C:19]4[C:14](=[N:15][CH:16]=[CH:17][CH:18]=4)[C:13]([C:20]([NH:22][C@H:23]4[CH2:28][CH2:27][CH2:26][NH:25][CH2:24]4)=[O:21])=[CH:12]3)=[CH:8][CH:7]=2)[CH:5]=[CH:4][CH:3]=[N:2]1.Cl[CH:32](Cl)C.C=O.C(O[BH-](OC(=O)C)OC(=O)C)(=O)C.[Na+], predict the reaction product. The product is: [N:1]1([C:6]2[CH:30]=[CH:29][C:9]([CH2:10][N:11]3[C:19]4[C:14](=[N:15][CH:16]=[CH:17][CH:18]=4)[C:13]([C:20]([NH:22][C@H:23]4[CH2:28][CH2:27][CH2:26][N:25]([CH3:32])[CH2:24]4)=[O:21])=[CH:12]3)=[CH:8][CH:7]=2)[CH:5]=[CH:4][CH:3]=[N:2]1. (2) Given the reactants N1[C:9]2[C:4](=[CH:5]C=CC=2)[CH:3]=C1C(O)=O.[Br:13][C:14]1[C:22]2[C:17](=[CH:18][CH:19]=[CH:20][CH:21]=2)[NH:16][C:15]=1[C:23]([OH:25])=[O:24].C(OC(OC(C)(C)C)N(C)C)(C)(C)C, predict the reaction product. The product is: [Br:13][C:14]1[C:22]2[C:17](=[CH:18][CH:19]=[CH:20][CH:21]=2)[NH:16][C:15]=1[C:23]([O:25][C:4]([CH3:9])([CH3:5])[CH3:3])=[O:24]. (3) Given the reactants [NH2:1][C:2]1[CH:6]=[C:5]([C:7]2[CH:12]=[CH:11][C:10]([O:13][CH2:14][CH3:15])=[CH:9][CH:8]=2)[S:4][C:3]=1[C:16]([O:18]C(C)(C)C)=[O:17].C(N(CC)CC)C.[F:30][C:31]1[CH:39]=[CH:38][CH:37]=[C:36]([F:40])[C:32]=1[C:33](Cl)=[O:34].Cl, predict the reaction product. The product is: [F:30][C:31]1[CH:39]=[CH:38][CH:37]=[C:36]([F:40])[C:32]=1[C:33]([NH:1][C:2]1[CH:6]=[C:5]([C:7]2[CH:8]=[CH:9][C:10]([O:13][CH2:14][CH3:15])=[CH:11][CH:12]=2)[S:4][C:3]=1[C:16]([OH:18])=[O:17])=[O:34]. (4) The product is: [C:1]1([S:7][C:8]2[CH:9]=[C:10]3[C:14](=[CH:15][CH:16]=2)[N:13]([C:22]([O:23][CH2:24][CH2:25][CH2:26][N:27]2[CH2:28][CH2:29][N:30]([CH3:33])[CH2:31][CH2:32]2)=[O:34])[C:12]([NH2:17])=[C:11]3[C:18]#[N:19])[CH:2]=[CH:3][CH:4]=[CH:5][CH:6]=1. Given the reactants [C:1]1([S:7][C:8]2[CH:9]=[C:10]3[C:14](=[CH:15][CH:16]=2)[NH:13][C:12]([NH2:17])=[C:11]3[C:18]#[N:19])[CH:6]=[CH:5][CH:4]=[CH:3][CH:2]=1.[H-].[Na+].[C:22](=O)([O:34]C1C=CC([N+]([O-])=O)=CC=1)[O:23][CH2:24][CH2:25][CH2:26][N:27]1[CH2:32][CH2:31][N:30]([CH3:33])[CH2:29][CH2:28]1.O, predict the reaction product. (5) Given the reactants [Cl:1][C:2]1[N:7]=[CH:6][C:5]([OH:8])=[CH:4][N:3]=1.C([O-])([O-])=O.[Cs+].[Cs+].[F:15][CH2:16][CH2:17]I, predict the reaction product. The product is: [Cl:1][C:2]1[N:7]=[CH:6][C:5]([O:8][CH2:17][CH2:16][F:15])=[CH:4][N:3]=1. (6) Given the reactants [OH:1][C:2]1[CH:3]=[C:4]([C:10]2[O:11][CH:12]=[C:13]([CH2:15][NH:16][C:17](=[O:25])[C:18]3[C:23]([CH3:24])=[CH:22][CH:21]=[CH:20][N:19]=3)[N:14]=2)[CH:5]=[CH:6][C:7]=1[O:8][CH3:9].O[CH:27]1[CH2:35][C:34]2[C:29](=[CH:30][CH:31]=[CH:32][CH:33]=2)[CH2:28]1.N(C(OC(C)C)=O)=NC(OC(C)C)=O.C(P(CCCC)CCCC)CCC, predict the reaction product. The product is: [CH2:35]1[C:34]2[C:29](=[CH:30][CH:31]=[CH:32][CH:33]=2)[CH2:28][CH:27]1[O:1][C:2]1[CH:3]=[C:4]([C:10]2[O:11][CH:12]=[C:13]([CH2:15][NH:16][C:17](=[O:25])[C:18]3[C:23]([CH3:24])=[CH:22][CH:21]=[CH:20][N:19]=3)[N:14]=2)[CH:5]=[CH:6][C:7]=1[O:8][CH3:9].